From a dataset of Catalyst prediction with 721,799 reactions and 888 catalyst types from USPTO. Predict which catalyst facilitates the given reaction. (1) Reactant: [C:1]([O:8][C:9]([CH3:12])([CH3:11])[CH3:10])(=[O:7])[CH2:2][CH2:3][C:4]([O-:6])=O.[C:13]([O-:16])([O-])=[O:14].[K+].[K+].[C:19]1(P(N=[N+]=[N-])(C2C=CC=CC=2)=O)C=CC=CC=1.[CH3:36][N:37]=[C:38]=O. Product: [C:9]([O:8][C:1](=[O:7])[CH2:2][CH2:3][C:4]1[O:6][CH:38]=[N:37][C:36]=1[C:13]([O:16][CH3:19])=[O:14])([CH3:12])([CH3:11])[CH3:10]. The catalyst class is: 3. (2) Reactant: F[C:2]1[N:7]=[C:6]([N:8]2[C@@H:12]([CH2:13][F:14])[CH2:11][O:10][C:9]2=[O:15])[C:5]([F:16])=[CH:4][N:3]=1.[Cl:17][C:18]1[CH:23]=[CH:22][C:21]([C:24]2[O:28][C:27]([C@@H:29]([NH2:31])[CH3:30])=[N:26][CH:25]=2)=[CH:20][CH:19]=1.CCN(C(C)C)C(C)C. Product: [Cl:17][C:18]1[CH:19]=[CH:20][C:21]([C:24]2[O:28][C:27]([C@@H:29]([NH:31][C:2]3[N:7]=[C:6]([N:8]4[C@@H:12]([CH2:13][F:14])[CH2:11][O:10][C:9]4=[O:15])[C:5]([F:16])=[CH:4][N:3]=3)[CH3:30])=[N:26][CH:25]=2)=[CH:22][CH:23]=1. The catalyst class is: 197. (3) Reactant: [C:1]([N:8]1[CH:12]=[CH:11][N:10]=[CH:9]1)([N:3]1[CH:7]=[CH:6]N=[CH:4]1)=[O:2].N1CC[CH:16]([N:19]2[CH2:25][CH2:24][C:23]3[CH:26]=[CH:27][CH:28]=[CH:29][C:22]=3[NH:21][C:20]2=[O:30])[CH2:15]C1.C(OC)(C)(C)C. Product: [N:8]1([C:1]([N:3]2[CH2:4][CH2:15][CH:16]([N:19]3[CH2:25][CH2:24][C:23]4[CH:26]=[CH:27][CH:28]=[CH:29][C:22]=4[NH:21][C:20]3=[O:30])[CH2:6][CH2:7]2)=[O:2])[CH:12]=[CH:11][N:10]=[CH:9]1. The catalyst class is: 9. (4) Reactant: [F:1][C:2]([F:38])([C:28]1[CH:29]=[C:30]2[C:35](=[CH:36][CH:37]=1)[N:34]=[CH:33][CH:32]=[CH:31]2)[C:3]1[N:7]2[N:8]=[C:9]([C:12]3[CH:17]=[CH:16][C:15]([CH2:18][CH2:19][NH:20]C(=O)OC(C)(C)C)=[CH:14][CH:13]=3)[CH:10]=[CH:11][C:6]2=[N:5][N:4]=1. Product: [F:38][C:2]([F:1])([C:28]1[CH:29]=[C:30]2[C:35](=[CH:36][CH:37]=1)[N:34]=[CH:33][CH:32]=[CH:31]2)[C:3]1[N:7]2[N:8]=[C:9]([C:12]3[CH:17]=[CH:16][C:15]([CH2:18][CH2:19][NH2:20])=[CH:14][CH:13]=3)[CH:10]=[CH:11][C:6]2=[N:5][N:4]=1. The catalyst class is: 157.